Dataset: Forward reaction prediction with 1.9M reactions from USPTO patents (1976-2016). Task: Predict the product of the given reaction. (1) Given the reactants [CH3:1][CH:2]1[CH2:7][NH:6][CH2:5][CH:4]([CH3:8])[NH:3]1.[Cl:9][C:10]1[N:15]=[CH:14][CH:13]=[CH:12][N:11]=1, predict the reaction product. The product is: [ClH:9].[ClH:9].[CH3:1][CH:2]1[CH2:7][N:6]([C:10]2[N:15]=[CH:14][CH:13]=[CH:12][N:11]=2)[CH2:5][CH:4]([CH3:8])[NH:3]1. (2) Given the reactants [N:1]([CH:4]([Si:9]([CH2:17][CH2:18][CH:19]=[CH2:20])([CH3:16])[C:10]1[CH:15]=[CH:14][CH:13]=[CH:12][CH:11]=1)[CH2:5][CH:6]([CH3:8])[CH3:7])=[N+]=[N-].[H-].[Al+3].[Li+].[H-].[H-].[H-].[C:27](Cl)(=[O:34])[C:28]1[CH:33]=[CH:32][CH:31]=[CH:30][CH:29]=1, predict the reaction product. The product is: [CH2:17]([Si:9]([CH3:16])([C:10]1[CH:15]=[CH:14][CH:13]=[CH:12][CH:11]=1)[CH:4]([NH:1][C:27](=[O:34])[C:28]1[CH:33]=[CH:32][CH:31]=[CH:30][CH:29]=1)[CH2:5][CH:6]([CH3:8])[CH3:7])[CH2:18][CH:19]=[CH2:20]. (3) The product is: [C:1]([C:3]1[CH:4]=[C:5]([C:9]2[C@:10]3([CH2:26][CH2:25][C@H:24]4[C@@H:15]([CH2:16][CH2:17][C:18]5[CH:19]=[C:20]([C:27]([NH2:32])=[O:29])[CH:21]=[CH:22][C:23]=54)[C@@H:12]3[CH2:13][CH:14]=2)[CH3:11])[CH:6]=[N:7][CH:8]=1)#[N:2]. Given the reactants [C:1]([C:3]1[CH:4]=[C:5]([C:9]2[C@:10]3([CH2:26][CH2:25][C@H:24]4[C@@H:15]([CH2:16][CH2:17][C:18]5[CH:19]=[C:20]([C:27]([OH:29])=O)[CH:21]=[CH:22][C:23]=54)[C@@H:12]3[CH2:13][CH:14]=2)[CH3:11])[CH:6]=[N:7][CH:8]=1)#[N:2].C(N1C=CN=C1)([N:32]1C=CN=C1)=O.Cl.N1C=CN=C1.N.Cl, predict the reaction product. (4) Given the reactants [CH3:1][C:2]1([CH3:13])[O:6][C@@H:5]2[CH:7]=[CH:8][C@@H:9]([C@H:10]3[CH2:12][O:11]3)[C@@H:4]2[O:3]1.[NH3:14], predict the reaction product. The product is: [NH2:14][CH2:12][C@H:10]([C@H:9]1[C@H:4]2[C@H:5]([O:6][C:2]([CH3:13])([CH3:1])[O:3]2)[CH:7]=[CH:8]1)[OH:11]. (5) Given the reactants [Cl:1][C:2]1[CH:24]=[CH:23][CH:22]=[C:21]([Cl:25])[C:3]=1[CH2:4][O:5][C:6]1[CH:7]=[C:8]([C:12](=[O:20])[CH2:13][CH2:14][C:15]([O:17]CC)=[O:16])[CH:9]=[CH:10][CH:11]=1.[OH-].[Na+], predict the reaction product. The product is: [Cl:1][C:2]1[CH:24]=[CH:23][CH:22]=[C:21]([Cl:25])[C:3]=1[CH2:4][O:5][C:6]1[CH:7]=[C:8]([C:12](=[O:20])[CH2:13][CH2:14][C:15]([OH:17])=[O:16])[CH:9]=[CH:10][CH:11]=1. (6) Given the reactants O1C=CC=C1C1N(C)N=C(C[P:13](=[O:20])([O:17][CH2:18][CH3:19])[O:14][CH2:15][CH3:16])C=1.Cl[CH2:22][C:23]1[N:24]=[C:25]([C:28]2[O:29][CH:30]=[CH:31][CH:32]=2)[S:26][CH:27]=1, predict the reaction product. The product is: [O:29]1[CH:30]=[CH:31][CH:32]=[C:28]1[C:25]1[S:26][CH:27]=[C:23]([CH2:22][P:13](=[O:20])([O:17][CH2:18][CH3:19])[O:14][CH2:15][CH3:16])[N:24]=1. (7) The product is: [NH2:1][C:2]1[C:10]([Cl:11])=[CH:9][C:5]([C:6]#[N:8])=[C:4]([O:12][CH3:13])[CH:3]=1. Given the reactants [NH2:1][C:2]1[C:10]([Cl:11])=[CH:9][C:5]([C:6]([NH2:8])=O)=[C:4]([O:12][CH3:13])[CH:3]=1.O=P(Cl)(Cl)Cl, predict the reaction product. (8) The product is: [Cl:21][C:22]1[CH:30]=[CH:29][C:25]([C:26]([NH:18][C:15]2[N:16]=[CH:17][N:11]3[C:10]([C:9]([F:19])([F:8])[F:20])=[CH:14][S:13][C:12]=23)=[O:27])=[CH:24][N:23]=1. Given the reactants C(N(CC)CC)C.[F:8][C:9]([F:20])([F:19])[C:10]1[N:11]2[CH:17]=[N:16][C:15]([NH2:18])=[C:12]2[S:13][CH:14]=1.[Cl:21][C:22]1[CH:30]=[CH:29][C:25]([C:26](Cl)=[O:27])=[CH:24][N:23]=1, predict the reaction product. (9) Given the reactants C([BH-](C(CC)C)C(CC)C)(CC)C.[Li+].[CH2:15]([C:17]([C:35]1[CH:48]=[CH:47][C:38]([O:39][CH2:40][C:41](=[O:46])[C:42]([CH3:45])([CH3:44])[CH3:43])=[C:37]([CH3:49])[CH:36]=1)([C:20]1[CH:25]=[CH:24][C:23]([B:26]2[O:30][C:29]([CH3:32])([CH3:31])[C:28]([CH3:34])([CH3:33])[O:27]2)=[CH:22][CH:21]=1)[CH2:18][CH3:19])[CH3:16].C(=O)(O)[O-].[Na+], predict the reaction product. The product is: [CH2:15]([C:17]([C:35]1[CH:48]=[CH:47][C:38]([O:39][CH2:40][CH:41]([OH:46])[C:42]([CH3:45])([CH3:44])[CH3:43])=[C:37]([CH3:49])[CH:36]=1)([C:20]1[CH:25]=[CH:24][C:23]([B:26]2[O:27][C:28]([CH3:33])([CH3:34])[C:29]([CH3:31])([CH3:32])[O:30]2)=[CH:22][CH:21]=1)[CH2:18][CH3:19])[CH3:16]. (10) Given the reactants P(Br)(Br)([Br:3])=O.[CH2:6]([N:10]1[CH:15]=[CH:14][C:13](O)=[CH:12][C:11]1=[O:17])[CH2:7][CH2:8][CH3:9], predict the reaction product. The product is: [Br:3][C:13]1[CH:14]=[CH:15][N:10]([CH2:6][CH2:7][CH2:8][CH3:9])[C:11](=[O:17])[CH:12]=1.